This data is from Full USPTO retrosynthesis dataset with 1.9M reactions from patents (1976-2016). The task is: Predict the reactants needed to synthesize the given product. (1) Given the product [CH2:8]([C@H:5]1[N:4]([CH2:12][C:13]([F:16])([F:15])[F:14])[C:3]2[CH:17]=[CH:18][C:19]([N+:21]([O-:23])=[O:22])=[CH:20][C:2]=2[O:7][CH2:6]1)[CH:9]([CH3:11])[CH3:10], predict the reactants needed to synthesize it. The reactants are: F[C:2]1[CH:20]=[C:19]([N+:21]([O-:23])=[O:22])[CH:18]=[CH:17][C:3]=1[N:4]([CH2:12][C:13]([F:16])([F:15])[F:14])[C@H:5]([CH2:8][CH:9]([CH3:11])[CH3:10])[CH2:6][OH:7].[H-].[Na+]. (2) Given the product [CH3:22][O:74][C:72](/[CH:71]=[CH:70]/[C:66]1[CH:67]=[C:68]([CH3:69])[C:63](/[CH:61]=[CH:16]/[C:13]2[CH:14]=[CH:15][C:10]([C:9]([O:8][CH2:1][C:2]3[CH:7]=[CH:6][CH:5]=[CH:4][CH:3]=3)=[O:21])=[CH:11][C:12]=2[N+:18]([O-:20])=[O:19])=[C:64]([CH3:75])[CH:65]=1)=[O:73], predict the reactants needed to synthesize it. The reactants are: [CH2:1]([O:8][C:9](=[O:21])[C:10]1[CH:15]=[CH:14][C:13]([CH2:16]Br)=[C:12]([N+:18]([O-:20])=[O:19])[CH:11]=1)[C:2]1[CH:7]=[CH:6][CH:5]=[CH:4][CH:3]=1.[C:22]1(P(C2C=CC=CC=2)C2C=CC=CC=2)C=CC=CC=1.COC1C=CC(NC2OC(C3C=CC4N=[C:61]([C:63]5[C:68]([CH3:69])=[CH:67][C:66]([CH2:70][CH2:71][C:72]([OH:74])=[O:73])=[CH:65][C:64]=5[CH3:75])NC=4C=3)=NN=2)=CC=1.C(=O)([O-])[O-].[K+].[K+]. (3) Given the product [CH3:15][N:14]([CH3:16])[C:6]1[CH:5]=[C:4]([CH:9]=[C:8]([C:10]([F:11])([F:12])[F:13])[CH:7]=1)[C:3]([OH:17])=[O:2], predict the reactants needed to synthesize it. The reactants are: C[O:2][C:3](=[O:17])[C:4]1[CH:9]=[C:8]([C:10]([F:13])([F:12])[F:11])[CH:7]=[C:6]([N:14]([CH3:16])[CH3:15])[CH:5]=1.[Li+].[OH-]. (4) The reactants are: I[C:2]1[C:6]([C:7]([O:9][CH2:10][CH3:11])=[O:8])=[CH:5][N:4]([CH2:12][O:13][CH2:14][CH2:15][Si:16]([CH3:19])([CH3:18])[CH3:17])[N:3]=1.C([Sn](CCCC)(CCCC)[C:25]1[S:26][C:27]2[CH:33]=[CH:32][CH:31]=[CH:30][C:28]=2[N:29]=1)CCC. Given the product [S:26]1[C:27]2[CH:33]=[CH:32][CH:31]=[CH:30][C:28]=2[N:29]=[C:25]1[C:2]1[C:6]([C:7]([O:9][CH2:10][CH3:11])=[O:8])=[CH:5][N:4]([CH2:12][O:13][CH2:14][CH2:15][Si:16]([CH3:19])([CH3:18])[CH3:17])[N:3]=1, predict the reactants needed to synthesize it. (5) The reactants are: [NH2:1][C:2]1[C:7]([C:8]([C:10]2[CH:15]=[C:14]([F:16])[CH:13]=[CH:12][C:11]=2[C:17]([F:20])([F:19])[F:18])=[O:9])=[CH:6][N:5]=[C:4](S(CC)=O)[N:3]=1.FC(F)(F)C(O)=O.[CH3:32][S:33]([N:36]1[CH2:41][CH2:40][CH:39]([NH2:42])[CH2:38][CH2:37]1)(=[O:35])=[O:34]. Given the product [NH2:1][C:2]1[C:7]([C:8]([C:10]2[CH:15]=[C:14]([F:16])[CH:13]=[CH:12][C:11]=2[C:17]([F:19])([F:18])[F:20])=[O:9])=[CH:6][N:5]=[C:4]([NH:42][CH:39]2[CH2:40][CH2:41][N:36]([S:33]([CH3:32])(=[O:35])=[O:34])[CH2:37][CH2:38]2)[N:3]=1, predict the reactants needed to synthesize it. (6) Given the product [CH:2]([C:3]1[C:7]2[CH:8]=[C:9]([C:12]3[CH:21]=[CH:20][C:15]([C:16]([O:18][CH3:19])=[O:17])=[CH:14][CH:13]=3)[CH:10]=[CH:11][C:6]=2[S:5][CH:4]=1)=[O:1], predict the reactants needed to synthesize it. The reactants are: [OH:1][CH2:2][C:3]1[C:7]2[CH:8]=[C:9]([C:12]3[CH:21]=[CH:20][C:15]([C:16]([O:18][CH3:19])=[O:17])=[CH:14][CH:13]=3)[CH:10]=[CH:11][C:6]=2[S:5][CH:4]=1.CC(OI1(OC(C)=O)(OC(C)=O)OC(=O)C2C=CC=CC1=2)=O. (7) Given the product [CH3:1][S:2]([OH:5])(=[O:4])=[O:3].[N:6]1[C:7]([CH2:15][O:16][C:17]2[CH:18]=[CH:19][C:20]([C:23]3[C:24](=[O:38])[C:25]([CH3:36])([CH3:37])[O:26][C:27]=3[C:28]3[CH:29]=[CH:30][C:31]([O:34][CH3:35])=[CH:32][CH:33]=3)=[CH:21][CH:22]=2)=[CH:8][N:9]2[CH:14]=[CH:13][CH:12]=[CH:11][C:10]=12, predict the reactants needed to synthesize it. The reactants are: [CH3:1][S:2]([OH:5])(=[O:4])=[O:3].[N:6]1[C:7]([CH2:15][O:16][C:17]2[CH:22]=[CH:21][C:20]([C:23]3[C:24](=[O:38])[C:25]([CH3:37])([CH3:36])[O:26][C:27]=3[C:28]3[CH:33]=[CH:32][C:31]([O:34][CH3:35])=[CH:30][CH:29]=3)=[CH:19][CH:18]=2)=[CH:8][N:9]2[CH:14]=[CH:13][CH:12]=[CH:11][C:10]=12.